From a dataset of Catalyst prediction with 721,799 reactions and 888 catalyst types from USPTO. Predict which catalyst facilitates the given reaction. (1) Reactant: C[O:2][C:3](=[O:29])[C:4]1[C:9]([NH:10][C:11]2[N:16]=[C:15]([C:17]3[CH:22]=[C:21]([Cl:23])[CH:20]=[CH:19][C:18]=3[F:24])[N:14]=[C:13]3[O:25][N:26]=[C:27]([CH3:28])[C:12]=23)=[CH:8][CH:7]=[N:6][CH:5]=1.[OH-].[Na+]. Product: [Cl:23][C:21]1[CH:20]=[CH:19][C:18]([F:24])=[C:17]([C:15]2[N:14]=[C:13]3[O:25][N:26]=[C:27]([CH3:28])[C:12]3=[C:11]([NH:10][C:9]3[C:4]([C:3]([OH:29])=[O:2])=[CH:5][N:6]=[CH:7][CH:8]=3)[N:16]=2)[CH:22]=1. The catalyst class is: 5. (2) Reactant: CC1C=CC(C2OC(C)=NN=2)=CC=1C1C=CC(C(O)=O)=CC=1.[CH:23]1([CH2:29][CH2:30][NH:31][C:32]([C:34]2[CH:39]=[CH:38][C:37]([C:40]3[CH:45]=[C:44]([C:46]4[O:47][C:48]([CH3:51])=[N:49][N:50]=4)[CH:43]=[CH:42][C:41]=3[CH3:52])=[CH:36][CH:35]=2)=[O:33])[CH2:28][CH2:27][CH2:26][CH2:25][CH2:24]1.C1C=CC2N(O)N=NC=2C=1.Cl.CN(C)CCCN=C=NCC.C1(CCN)CCCCC1. Product: [CH:23]1([CH2:29][CH2:30][NH:31][C:32]([C:34]2[CH:39]=[CH:38][C:37]([C:40]3[CH:45]=[C:44]([C:46]4[O:47][C:48]([CH3:51])=[N:49][N:50]=4)[CH:43]=[CH:42][C:41]=3[CH3:52])=[CH:36][CH:35]=2)=[O:33])[CH2:28][CH2:27][CH2:26][CH2:25][CH2:24]1. The catalyst class is: 3. (3) Reactant: [C:1]1([CH3:14])[CH:6]=[CH:5][CH:4]=[CH:3][C:2]=1[NH:7][C:8](=O)[C:9]([CH3:12])([CH3:11])[CH3:10].[Li]CCCC.[NH4+].[Cl-]. Product: [C:9]([C:8]1[NH:7][C:2]2[C:1]([CH:14]=1)=[CH:6][CH:5]=[CH:4][CH:3]=2)([CH3:12])([CH3:11])[CH3:10]. The catalyst class is: 1. (4) Reactant: Br.[NH2:2][C@H:3]1[C:12]2[C:7](=[CH:8][CH:9]=[CH:10][CH:11]=2)[N:6]([C:13](=[O:15])[CH3:14])[C@@H:5]([CH:16]2[CH2:18][CH2:17]2)[C@@H:4]1[CH3:19].Br[C:21]1[CH:26]=[CH:25][C:24]([CH:27]2[CH2:29][CH2:28]2)=[CH:23][CH:22]=1.CN(C1C(C2C(P(C3CCCCC3)C3CCCCC3)=CC=CC=2)=CC=CC=1)C.CC(C)([O-])C.[Na+]. Product: [CH:16]1([C@H:5]2[C@H:4]([CH3:19])[C@@H:3]([NH:2][C:21]3[CH:26]=[CH:25][C:24]([CH:27]4[CH2:29][CH2:28]4)=[CH:23][CH:22]=3)[C:12]3[C:7](=[CH:8][CH:9]=[CH:10][CH:11]=3)[N:6]2[C:13](=[O:15])[CH3:14])[CH2:18][CH2:17]1. The catalyst class is: 62. (5) Reactant: P(Cl)(Cl)(O[P:4]([O-:14])([O:6][C:7]1[CH:12]=[CH:11][C:10]([Cl:13])=[CH:9][CH:8]=1)=O)=O.[ClH:17].[CH2:18]([O:25][C:26](=[O:30])[C@H:27]([CH3:29])[NH2:28])[CH2:19][CH2:20][CH2:21][CH2:22][CH2:23][CH3:24].CCN(CC)CC. Product: [Cl:17][P:4]([NH:28][C@H:27]([C:26]([O:25][CH2:18][CH2:19][CH2:20][CH2:21][CH2:22][CH2:23][CH3:24])=[O:30])[CH3:29])([O:6][C:7]1[CH:8]=[CH:9][C:10]([Cl:13])=[CH:11][CH:12]=1)=[O:14]. The catalyst class is: 2. (6) Reactant: C([Mg]Br)(C)C.I[C:7]1[CH:8]=[C:9]([CH:12]=[CH:13][CH:14]=1)[C:10]#[N:11].[O:15]1[C:19]2([CH2:24][CH2:23][C:22](=[O:25])[CH2:21][CH2:20]2)[O:18][CH2:17][CH2:16]1. Product: [OH:25][C:22]1([C:7]2[CH:8]=[C:9]([CH:12]=[CH:13][CH:14]=2)[C:10]#[N:11])[CH2:23][CH2:24][C:19]2([O:15][CH2:16][CH2:17][O:18]2)[CH2:20][CH2:21]1. The catalyst class is: 1. (7) Reactant: [C:1]([O:5][C:6]([N:8]1[CH2:13][CH2:12][C@H:11]([C:14]2[CH:19]=[CH:18][C:17]([O:20][CH2:21][CH2:22][O:23][C:24]3[C:29]([Cl:30])=[CH:28][C:27]([CH3:31])=[CH:26][C:25]=3[Cl:32])=[CH:16][CH:15]=2)[C@@H:10]([C:33](O)=[O:34])[CH2:9]1)=[O:7])([CH3:4])([CH3:3])[CH3:2]. Product: [Cl:32][C:25]1[CH:26]=[C:27]([CH3:31])[CH:28]=[C:29]([Cl:30])[C:24]=1[O:23][CH2:22][CH2:21][O:20][C:17]1[CH:18]=[CH:19][C:14]([C@H:11]2[CH2:12][CH2:13][N:8]([C:6]([O:5][C:1]([CH3:3])([CH3:4])[CH3:2])=[O:7])[CH2:9][C@@H:10]2[CH2:33][OH:34])=[CH:15][CH:16]=1. The catalyst class is: 1.